Dataset: Forward reaction prediction with 1.9M reactions from USPTO patents (1976-2016). Task: Predict the product of the given reaction. Given the reactants [CH3:1][C:2]1([CH2:18][C:19]([O:21]C)=[O:20])[C:10]2[C:5](=[CH:6][CH:7]=[CH:8][CH:9]=2)[N:4]([CH:11]2[CH2:16][CH2:15][NH:14][CH2:13][CH2:12]2)[C:3]1=[O:17].[CH:23]1[C:32]2[CH:33]3[CH:35]([C:30]4[C:31]=2[C:26]([CH:27]=[CH:28][CH:29]=4)=[CH:25][CH:24]=1)[O:34]3.O, predict the reaction product. The product is: [OH:34][CH:33]1[C:32]2[C:31]3[C:26]([CH:25]=[CH:24][CH:23]=2)=[CH:27][CH:28]=[CH:29][C:30]=3[CH:35]1[N:14]1[CH2:13][CH2:12][CH:11]([N:4]2[C:5]3[C:10](=[CH:9][CH:8]=[CH:7][CH:6]=3)[C:2]([CH2:18][C:19]([OH:21])=[O:20])([CH3:1])[C:3]2=[O:17])[CH2:16][CH2:15]1.